This data is from Forward reaction prediction with 1.9M reactions from USPTO patents (1976-2016). The task is: Predict the product of the given reaction. The product is: [CH3:12][C:13]1[CH:17]=[C:16]([CH3:18])[NH:15][C:14]=1[CH:19]=[N:9][NH:8][C:6](=[O:7])[C:5]1[CH:10]=[CH:11][C:2]([OH:1])=[CH:3][CH:4]=1. Given the reactants [OH:1][C:2]1[CH:11]=[CH:10][C:5]([C:6]([NH:8][NH2:9])=[O:7])=[CH:4][CH:3]=1.[CH3:12][C:13]1[CH:17]=[C:16]([CH3:18])[NH:15][C:14]=1[CH:19]=O, predict the reaction product.